From a dataset of Forward reaction prediction with 1.9M reactions from USPTO patents (1976-2016). Predict the product of the given reaction. (1) Given the reactants Cl[C:2]1[N:3]=[C:4]([N:19]2[CH2:24][CH2:23][O:22][CH2:21][CH2:20]2)[C:5]2[S:10][C:9]([NH:11]C(=O)OC(C)(C)C)=[CH:8][C:6]=2[N:7]=1.[NH2:25][C:26]1[N:31]=[CH:30][C:29](B2OC(C)(C)C(C)(C)O2)=[CH:28][N:27]=1, predict the reaction product. The product is: [NH2:25][C:26]1[N:31]=[CH:30][C:29]([C:2]2[N:3]=[C:4]([N:19]3[CH2:20][CH2:21][O:22][CH2:23][CH2:24]3)[C:5]3[S:10][C:9]([NH2:11])=[CH:8][C:6]=3[N:7]=2)=[CH:28][N:27]=1. (2) Given the reactants C[O:2][C:3](=[O:30])[CH2:4][CH2:5][NH:6][C:7](=[O:29])[C:8]1[CH:13]=[CH:12][C:11]([CH:14]([O:21][C:22]2[CH:27]=[CH:26][C:25](Br)=[CH:24][CH:23]=2)[CH:15]2[CH2:20][CH2:19][CH2:18][CH2:17][CH2:16]2)=[CH:10][CH:9]=1.[F:31][C:32]([F:43])([F:42])[C:33]1[CH:38]=[CH:37][C:36](B(O)O)=[CH:35][CH:34]=1, predict the reaction product. The product is: [CH:15]1([CH:14]([O:21][C:22]2[CH:23]=[CH:24][C:25]([C:36]3[CH:37]=[CH:38][C:33]([C:32]([F:43])([F:42])[F:31])=[CH:34][CH:35]=3)=[CH:26][CH:27]=2)[C:11]2[CH:12]=[CH:13][C:8]([C:7]([NH:6][CH2:5][CH2:4][C:3]([OH:2])=[O:30])=[O:29])=[CH:9][CH:10]=2)[CH2:20][CH2:19][CH2:18][CH2:17][CH2:16]1. (3) The product is: [P:1]([OH:3])([OH:8])([O:13][CH2:14][O:15][C:16]1[CH:21]=[CH:20][CH:19]=[C:18]([C:22]2[N:23]=[C:24]3[N:28]([C:29]=2[C:30]2[CH:35]=[CH:34][N:33]=[C:32]([NH:36][C@@H:37]4[CH2:42][CH2:41][CH2:40][N:39]([S:43]([C:46]5[CH:50]=[CH:49][N:48]([CH3:51])[N:47]=5)(=[O:44])=[O:45])[CH2:38]4)[N:31]=2)[CH:27]=[CH:26][O:25]3)[CH:17]=1)=[O:2]. Given the reactants [P:1]([O:13][CH2:14][O:15][C:16]1[CH:21]=[CH:20][CH:19]=[C:18]([C:22]2[N:23]=[C:24]3[N:28]([C:29]=2[C:30]2[CH:35]=[CH:34][N:33]=[C:32]([NH:36][C@@H:37]4[CH2:42][CH2:41][CH2:40][N:39]([S:43]([C:46]5[CH:50]=[CH:49][N:48]([CH3:51])[N:47]=5)(=[O:45])=[O:44])[CH2:38]4)[N:31]=2)[CH:27]=[CH:26][O:25]3)[CH:17]=1)([O:8]C(C)(C)C)([O:3]C(C)(C)C)=[O:2].FC(F)(F)C(O)=O, predict the reaction product. (4) Given the reactants [CH3:1][C:2]1([CH3:15])[O:11][C:10]2[C:5](=[CH:6][C:7]([C:12]#[N:13])=[CH:8][CH:9]=2)[CH:4]2[O:14][CH:3]12.[Cl:16][C:17]1[CH:22]=[CH:21][C:20]([N:23]2[CH:27]=[CH:26][C:25](=[O:28])[NH:24]2)=[CH:19][CH:18]=1, predict the reaction product. The product is: [Cl:16][C:17]1[CH:18]=[CH:19][C:20]([N:23]2[CH:27]=[CH:26][C:25]([O:28][CH:4]3[C:5]4[C:10](=[CH:9][CH:8]=[C:7]([C:12]#[N:13])[CH:6]=4)[O:11][C:2]([CH3:1])([CH3:15])[CH:3]3[OH:14])=[N:24]2)=[CH:21][CH:22]=1. (5) Given the reactants [OH:1][C:2]1[CH:7]=[CH:6][C:5]([CH2:8][CH2:9][C:10]([O:12][CH2:13][CH3:14])=[O:11])=[CH:4][C:3]=1[O:15][CH3:16].[CH:17](Br)([CH3:19])[CH3:18].C(=O)([O-])[O-].[K+].[K+].CN(C=O)C, predict the reaction product. The product is: [CH:17]([O:1][C:2]1[CH:7]=[CH:6][C:5]([CH2:8][CH2:9][C:10]([O:12][CH2:13][CH3:14])=[O:11])=[CH:4][C:3]=1[O:15][CH3:16])([CH3:19])[CH3:18]. (6) Given the reactants Br[C:2]1[CH:9]=[CH:8][C:7]([S:10]([CH2:13][CH3:14])(=[O:12])=[O:11])=[CH:6][C:3]=1[C:4]#[N:5].[F:15][C:16]1[CH:21]=[CH:20][C:19]([O:22][CH2:23][C:24]2[CH:29]=[CH:28][C:27]([O:30][CH3:31])=[CH:26][CH:25]=2)=[CH:18][C:17]=1B1OC(C)(C)C(C)(C)O1.C(=O)([O-])[O-].[Na+].[Na+], predict the reaction product. The product is: [CH2:13]([S:10]([C:7]1[CH:6]=[C:3]([C:4]#[N:5])[C:2]([C:17]2[CH:18]=[C:19]([O:22][CH2:23][C:24]3[CH:29]=[CH:28][C:27]([O:30][CH3:31])=[CH:26][CH:25]=3)[CH:20]=[CH:21][C:16]=2[F:15])=[CH:9][CH:8]=1)(=[O:12])=[O:11])[CH3:14].